This data is from Full USPTO retrosynthesis dataset with 1.9M reactions from patents (1976-2016). The task is: Predict the reactants needed to synthesize the given product. (1) Given the product [CH2:39]([N:36]1[C:32]2[N:33]=[N:34][CH:35]=[C:30]([C:9]3[CH:10]=[C:11]([B:15]4[NH:26][C:25]5[C:27]6[C:21]([CH:22]=[CH:23][CH:24]=5)=[CH:20][CH:19]=[CH:18][C:17]=6[NH:16]4)[CH:12]=[CH:13][CH:14]=3)[C:31]=2[N:38]=[CH:37]1)[CH3:40], predict the reactants needed to synthesize it. The reactants are: CC1(C)C(C)(C)OB([C:9]2[CH:10]=[C:11]([B:15]3[NH:26][C:25]4[C:27]5[C:21]([CH:22]=[CH:23][CH:24]=4)=[CH:20][CH:19]=[CH:18][C:17]=5[NH:16]3)[CH:12]=[CH:13][CH:14]=2)O1.Cl[C:30]1[C:31]2[N:38]=[CH:37][N:36]([CH2:39][CH3:40])[C:32]=2[N:33]=[N:34][CH:35]=1.C(=O)([O-])[O-].[Cs+].[Cs+]. (2) Given the product [CH:1]([C:4]1[NH:5][C:6]([CH3:20])=[C:7]([C:9]2[C:10]([CH3:19])=[CH:11][C:12]([CH3:18])=[C:13]([CH:17]=2)[C:14]([N:22]2[CH2:25][CH:24]([C:26]3[CH:33]=[CH:32][C:29]([C:30]#[N:31])=[CH:28][CH:27]=3)[CH2:23]2)=[O:16])[N:8]=1)([CH3:2])[CH3:3], predict the reactants needed to synthesize it. The reactants are: [CH:1]([C:4]1[NH:5][C:6]([CH3:20])=[C:7]([C:9]2[C:10]([CH3:19])=[CH:11][C:12]([CH3:18])=[C:13]([CH:17]=2)[C:14]([OH:16])=O)[N:8]=1)([CH3:3])[CH3:2].Cl.[NH:22]1[CH2:25][CH:24]([C:26]2[CH:33]=[CH:32][C:29]([C:30]#[N:31])=[CH:28][CH:27]=2)[CH2:23]1.CCN=C=NCCCN(C)C.C1C=CC2N(O)N=NC=2C=1.CCN(C(C)C)C(C)C. (3) Given the product [CH3:40][O:39][C:35]1[N:34]=[CH:33][N:32]=[C:31]2[C:36]=1[N:37]=[CH:38][N:30]2[C@@H:28]([C@@H:27]([OH:26])[CH2:41][CH2:42][CH2:43][CH2:44][CH2:45][CH3:46])[CH3:29], predict the reactants needed to synthesize it. The reactants are: [F-].C([N+](CCCC)(CCCC)CCCC)CCC.[Si]([O:26][C@@H:27]([CH2:41][CH2:42][CH2:43][CH2:44][CH2:45][CH3:46])[C@H:28]([N:30]1[CH:38]=[N:37][C:36]2[C:31]1=[N:32][CH:33]=[N:34][C:35]=2[O:39][CH3:40])[CH3:29])(C(C)(C)C)(C)C.ClCCl.CO. (4) Given the product [Cl:1][C:2]1[CH:11]=[CH:10][N:9]=[C:8]2[C:3]=1[C:4]1[CH:16]=[C:15]([C:17]([NH:33][CH2:29][CH2:30][N:31]([CH3:34])[CH3:32])=[O:19])[CH:14]=[CH:13][C:5]=1[C:6](=[O:12])[NH:7]2, predict the reactants needed to synthesize it. The reactants are: [Cl:1][C:2]1[CH:11]=[CH:10][N:9]=[C:8]2[C:3]=1[C:4]1[CH:16]=[C:15]([C:17]([OH:19])=O)[CH:14]=[CH:13][C:5]=1[C:6](=[O:12])[NH:7]2.CCN(C(C)C)C(C)C.[CH:29]1[N:33]=[CH:32][N:31]([C:34](N2C=NC=C2)=O)[CH:30]=1.CN(C)CCN.